Dataset: Reaction yield outcomes from USPTO patents with 853,638 reactions. Task: Predict the reaction yield, written as a fraction of the theoretical maximum amount of product (1.0 means a 100% yield; for example, 0.34 means a 34% yield). (1) The product is [CH:7]12[CH2:8][CH2:9][CH:1]([CH2:11][CH2:10]1)[CH:2]1[CH:6]2[C:5](=[O:12])[O:4][C:3]1=[O:13]. The yield is 0.720. The reactants are [CH:1]12[CH2:11][CH2:10][CH:7]([CH:8]=[CH:9]1)[CH:6]1[CH:2]2[C:3](=[O:13])[O:4][C:5]1=[O:12]. The catalyst is C(OCC)(=O)C.[Pd]. (2) The reactants are [Cl:1][C:2]1[N:3]=[N:4][C:5](I)=[C:6]([CH3:9])[C:7]=1[CH3:8].[Cu](C#N)[C:12]#[N:13].ClCCl. The catalyst is C(#N)C. The product is [Cl:1][C:2]1[N:3]=[N:4][C:5]([C:12]#[N:13])=[C:6]([CH3:9])[C:7]=1[CH3:8]. The yield is 0.850. (3) The catalyst is C(O)C.C([O-])(O)=O.[Na+]. The yield is 0.460. The reactants are Cl[C:2]1[C:3]([C:8]2[CH:13]=[C:12]([S:14][CH3:15])[N:11]=[C:10]([CH3:16])[N:9]=2)=[N:4][CH:5]=[CH:6][N:7]=1.[NH:17]1[C:25]2[CH:24]=[CH:23][CH:22]=[C:21]([NH2:26])[C:20]=2[CH:19]=[N:18]1. The product is [CH3:16][C:10]1[N:9]=[C:8]([C:3]2[C:2]([NH:26][C:21]3[C:20]4[CH:19]=[N:18][NH:17][C:25]=4[CH:24]=[CH:23][CH:22]=3)=[N:7][CH:6]=[CH:5][N:4]=2)[CH:13]=[C:12]([S:14][CH3:15])[N:11]=1. (4) The reactants are [CH3:1][N:2]([CH3:22])[C:3]1[CH:4]=[C:5]2[C:9](=[CH:10][CH:11]=1)[C:8](=[C:12]1[C:20]3[C:15](=[CH:16][CH:17]=[CH:18][CH:19]=3)[NH:14][C:13]1=[O:21])[O:7][CH2:6]2.[CH2:23]=O.[NH:25]1[CH2:30][CH2:29][CH2:28][CH2:27][CH2:26]1. The catalyst is CCO. The product is [CH3:1][N:2]([CH3:22])[C:3]1[CH:4]=[C:5]2[C:9](=[CH:10][CH:11]=1)[C:8](=[C:12]1[C:20]3[C:15](=[CH:16][CH:17]=[CH:18][CH:19]=3)[N:14]([CH2:23][N:25]3[CH2:30][CH2:29][CH2:28][CH2:27][CH2:26]3)[C:13]1=[O:21])[O:7][CH2:6]2. The yield is 0.890.